From a dataset of Reaction yield outcomes from USPTO patents with 853,638 reactions. Predict the reaction yield, written as a fraction of the theoretical maximum amount of product (1.0 means a 100% yield; for example, 0.34 means a 34% yield). (1) The reactants are [Si:1]([O:8][CH:9]([CH2:12][O:13][C:14]1[CH:19]=[CH:18][C:17]([CH2:20][CH2:21][CH2:22][CH2:23][CH2:24][CH2:25][CH2:26][CH3:27])=[CH:16][CH:15]=1)[C:10]#[N:11])([C:4]([CH3:7])([CH3:6])[CH3:5])([CH3:3])[CH3:2].N[C@H:29]([C:32]([O:34][CH3:35])=[O:33])[CH2:30][SH:31]. The catalyst is CO.Cl. The product is [Si:1]([O:8][CH:9]([C:10]1[S:31][CH2:30][CH:29]([C:32]([O:34][CH3:35])=[O:33])[N:11]=1)[CH2:12][O:13][C:14]1[CH:19]=[CH:18][C:17]([CH2:20][CH2:21][CH2:22][CH2:23][CH2:24][CH2:25][CH2:26][CH3:27])=[CH:16][CH:15]=1)([C:4]([CH3:7])([CH3:6])[CH3:5])([CH3:2])[CH3:3]. The yield is 0.670. (2) The reactants are [C:1]([NH:4][C@H:5]([C:27]([OH:29])=O)[CH2:6][S:7][C:8]([C:21]1[CH:26]=[CH:25][CH:24]=[CH:23][CH:22]=1)([C:15]1[CH:20]=[CH:19][CH:18]=[CH:17][CH:16]=1)[C:9]1[CH:14]=[CH:13][CH:12]=[CH:11][CH:10]=1)(=[O:3])[CH3:2].Cl.C(SCCN)(=O)C.Cl.[C:39]([S:47][CH2:48][CH2:49][NH2:50])(=[O:46])[C:40]1[CH:45]=[CH:44][CH:43]=[CH:42][CH:41]=1. The catalyst is C(Cl)Cl.CCOCC. The product is [C:1]([NH:4][C@H:5]([C:27]([NH:50][CH2:49][CH2:48][S:47][C:39](=[O:46])[C:40]1[CH:45]=[CH:44][CH:43]=[CH:42][CH:41]=1)=[O:29])[CH2:6][S:7][C:8]([C:21]1[CH:22]=[CH:23][CH:24]=[CH:25][CH:26]=1)([C:15]1[CH:16]=[CH:17][CH:18]=[CH:19][CH:20]=1)[C:9]1[CH:14]=[CH:13][CH:12]=[CH:11][CH:10]=1)(=[O:3])[CH3:2]. The yield is 0.620. (3) The reactants are C1(C)C=CC(S([O:10][CH2:11][CH2:12][CH2:13][CH:14]=[C:15]([CH3:27])[CH2:16][CH2:17][CH:18]=[C:19]([CH3:26])[CH2:20][CH2:21][CH:22]=[C:23]([CH3:25])[CH3:24])(=O)=O)=CC=1.[OH:29][CH2:30][C:31]([CH2:36]O)([CH2:34][OH:35])[CH2:32][OH:33].OCC(CO)O. No catalyst specified. The product is [CH3:27][C:15]([CH2:16][CH2:17][CH:18]=[C:19]([CH3:26])[CH2:20][CH2:21][CH:22]=[C:23]([CH3:24])[CH3:25])=[CH:14][CH2:13][CH2:12][CH2:11][O:10][CH2:36][C:31]([CH2:34][OH:35])([CH2:32][OH:33])[CH2:30][OH:29]. The yield is 0.210.